This data is from CYP3A4 inhibition data for predicting drug metabolism from PubChem BioAssay. The task is: Regression/Classification. Given a drug SMILES string, predict its absorption, distribution, metabolism, or excretion properties. Task type varies by dataset: regression for continuous measurements (e.g., permeability, clearance, half-life) or binary classification for categorical outcomes (e.g., BBB penetration, CYP inhibition). Dataset: cyp3a4_veith. (1) The molecule is COc1ccc2nc3oc(C(=O)NCc4cccs4)cc3cc2c1. The result is 0 (non-inhibitor). (2) The molecule is CN1CCN(c2ncc3nc(CCc4ccccc4)c(=O)n(CCc4ccccc4)c3n2)CC1. The result is 1 (inhibitor). (3) The compound is c1nc(N2CC2)c2cnn([C@@H]3CCCCO3)c2n1. The result is 0 (non-inhibitor). (4) The compound is CC(=O)N1CCC2(CC1)CN(Cc1ccccc1)C2. The result is 0 (non-inhibitor). (5) The result is 1 (inhibitor). The compound is Cc1ccc(C)c(-n2c(CNC(=O)c3ccco3)nnc2SCC(=O)N2CCc3ccccc32)c1. (6) The drug is O=C(O)CCSc1ncnc2nc[nH]c12. The result is 0 (non-inhibitor). (7) The result is 1 (inhibitor). The drug is Cc1ccc(C(=O)C(OC(=O)CNC(=O)c2ccc(Cl)cc2)c2ccccc2)cc1.